From a dataset of Full USPTO retrosynthesis dataset with 1.9M reactions from patents (1976-2016). Predict the reactants needed to synthesize the given product. (1) Given the product [CH3:14][O:15][C:9]1[C:8]([N+:10]([O-:12])=[O:11])=[CH:7][C:6]([CH3:13])=[C:3]([CH:2]=1)[C:4]#[N:5], predict the reactants needed to synthesize it. The reactants are: Cl[C:2]1[CH:9]=[C:8]([N+:10]([O-:12])=[O:11])[CH:7]=[C:6]([CH3:13])[C:3]=1[C:4]#[N:5].[CH3:14][O:15]C1C([N+]([O-])=O)=CC(C)=C(C=1)N. (2) Given the product [Cl:1][C:2]1[N:3]=[C:4]([C:9]([NH:11][C@H:12]2[CH2:17][CH2:16][N:15]([C:39]3[S:40][C:41]4[C:47]([C:48]([O:50][CH2:51][CH3:52])=[O:49])=[CH:46][CH:45]=[CH:44][C:42]=4[N:43]=3)[CH2:14][C@H:13]2[NH:25][CH:26]([CH2:29][CH3:30])[CH2:27][CH3:28])=[O:10])[NH:5][C:6]=1[CH2:7][CH3:8], predict the reactants needed to synthesize it. The reactants are: [Cl:1][C:2]1[N:3]=[C:4]([C:9]([NH:11][C@H:12]2[CH2:17][CH2:16][N:15](C(OC(C)(C)C)=O)[CH2:14][C@H:13]2[NH:25][CH:26]([CH2:29][CH3:30])[CH2:27][CH3:28])=[O:10])[NH:5][C:6]=1[CH2:7][CH3:8].Cl.O1CCOCC1.Br[C:39]1[S:40][C:41]2[C:47]([C:48]([O:50][CH2:51][CH3:52])=[O:49])=[CH:46][CH:45]=[CH:44][C:42]=2[N:43]=1.C(=O)([O-])[O-].[Na+].[Na+]. (3) The reactants are: [N+:1]([C:4]1[CH:9]=[CH:8][C:7]([C:10]2[S:11][C:12]3[CH:18]=[C:17]([OH:19])[CH:16]=[CH:15][C:13]=3[N:14]=2)=[CH:6][CH:5]=1)([O-:3])=[O:2].[H-].[Na+].[C:22](Cl)(=[O:24])[CH3:23]. Given the product [C:22]([O:19][C:17]1[CH:16]=[CH:15][C:13]2[N:14]=[C:10]([C:7]3[CH:6]=[CH:5][C:4]([N+:1]([O-:3])=[O:2])=[CH:9][CH:8]=3)[S:11][C:12]=2[CH:18]=1)(=[O:24])[CH3:23], predict the reactants needed to synthesize it. (4) Given the product [CH2:1]([C:3]1[C:8]([B:9]2[O:10][C:11]([CH3:16])([CH3:17])[C:12]([CH3:14])([CH3:15])[O:13]2)=[CH:7][CH:6]=[CH:5][C:4]=1[CH:18]1[CH2:21][N:20]([CH2:29][CH2:30][CH2:31][C:32]([O:34][CH2:35][CH3:36])=[O:33])[CH2:19]1)[CH3:2], predict the reactants needed to synthesize it. The reactants are: [CH2:1]([C:3]1[C:8]([B:9]2[O:13][C:12]([CH3:15])([CH3:14])[C:11]([CH3:17])([CH3:16])[O:10]2)=[CH:7][CH:6]=[CH:5][C:4]=1[CH:18]1[CH2:21][NH:20][CH2:19]1)[CH3:2].C(=O)([O-])[O-].[K+].[K+].Br[CH2:29][CH2:30][CH2:31][C:32]([O:34][CH2:35][CH3:36])=[O:33]. (5) Given the product [CH3:18][N:19]([CH3:29])[C:20]1[CH:25]=[CH:24][C:23]([C:2]2[S:3][C:4]3[CH2:10][CH2:9][NH:8][CH2:7][CH2:6][C:5]=3[N:17]=2)=[CH:22][CH:21]=1, predict the reactants needed to synthesize it. The reactants are: I[C:2]1[S:3][C:4]2[CH2:10][CH2:9][N:8](C(=O)C(F)(F)F)[CH2:7][CH2:6][C:5]=2[N:17]=1.[CH3:18][N:19]([CH3:29])[C:20]1[CH:25]=[CH:24][C:23](B(O)O)=[CH:22][CH:21]=1.C(=O)([O-])[O-].[Na+].[Na+].Cl. (6) Given the product [Cl:23][C:18]1[C:17]([C:13]2[CH:12]=[C:11]([N:9]3[CH:10]=[C:6]([C:4]([C:26]4[CH:31]=[CH:30][CH:29]=[CH:28][N:27]=4)=[O:5])[N:7]=[CH:8]3)[CH:16]=[CH:15][CH:14]=2)=[CH:22][CH:21]=[CH:20][N:19]=1, predict the reactants needed to synthesize it. The reactants are: CON(C)[C:4]([C:6]1[N:7]=[CH:8][N:9]([C:11]2[CH:16]=[CH:15][CH:14]=[C:13]([C:17]3[C:18]([Cl:23])=[N:19][CH:20]=[CH:21][CH:22]=3)[CH:12]=2)[CH:10]=1)=[O:5].Br[C:26]1[CH:31]=[CH:30][CH:29]=[CH:28][N:27]=1.